From a dataset of Catalyst prediction with 721,799 reactions and 888 catalyst types from USPTO. Predict which catalyst facilitates the given reaction. (1) Reactant: [Br:1][C:2]1[CH:7]=[CH:6][C:5]([Cl:8])=[CH:4][C:3]=1[CH2:9][C:10](O)=[O:11]. Product: [Br:1][C:2]1[CH:7]=[CH:6][C:5]([Cl:8])=[CH:4][C:3]=1[CH2:9][CH2:10][OH:11]. The catalyst class is: 7. (2) Reactant: [NH2:1][C:2]1[CH:23]=[CH:22][C:5]([O:6][C:7]2[CH:8]=[CH:9][C:10]3[N:11]([CH:13]=[C:14]([NH:16][C:17]([CH:19]4[CH2:21][CH2:20]4)=[O:18])[N:15]=3)[CH:12]=2)=[C:4]([F:24])[CH:3]=1.[F:25][C:26]1[CH:31]=[CH:30][C:29]([N:32]2[CH:37]=[CH:36][CH:35]=[C:34]([C:38](O)=[O:39])[C:33]2=[O:41])=[CH:28][CH:27]=1.CN(C(ON1N=NC2C=CC=NC1=2)=[N+](C)C)C.F[P-](F)(F)(F)(F)F.C(N(CC)C(C)C)(C)C.C(=O)([O-])O.[Na+]. Product: [CH:19]1([C:17]([NH:16][C:14]2[N:15]=[C:10]3[CH:9]=[CH:8][C:7]([O:6][C:5]4[CH:22]=[CH:23][C:2]([NH:1][C:38]([C:34]5[C:33](=[O:41])[N:32]([C:29]6[CH:28]=[CH:27][C:26]([F:25])=[CH:31][CH:30]=6)[CH:37]=[CH:36][CH:35]=5)=[O:39])=[CH:3][C:4]=4[F:24])=[CH:12][N:11]3[CH:13]=2)=[O:18])[CH2:21][CH2:20]1. The catalyst class is: 395.